This data is from Peptide-MHC class II binding affinity with 134,281 pairs from IEDB. The task is: Regression. Given a peptide amino acid sequence and an MHC pseudo amino acid sequence, predict their binding affinity value. This is MHC class II binding data. (1) The peptide sequence is TAAVELARALVRAVA. The MHC is DRB1_1201 with pseudo-sequence DRB1_1201. The binding affinity (normalized) is 0.421. (2) The peptide sequence is EISTNIRQA. The MHC is DRB1_1302 with pseudo-sequence DRB1_1302. The binding affinity (normalized) is 0.194. (3) The peptide sequence is HLPDTIPIQLLPNTL. The MHC is DRB1_0101 with pseudo-sequence DRB1_0101. The binding affinity (normalized) is 0.517. (4) The binding affinity (normalized) is 0. The peptide sequence is SRGVQGFIFFFLFNIKK. The MHC is HLA-DQA10303-DQB10402 with pseudo-sequence HLA-DQA10303-DQB10402. (5) The peptide sequence is AFILDSDNLFPKV. The MHC is DRB1_0401 with pseudo-sequence DRB1_0401. The binding affinity (normalized) is 0.704. (6) The peptide sequence is LLAMAVLAALFAGAW. The MHC is HLA-DPA10301-DPB10402 with pseudo-sequence HLA-DPA10301-DPB10402. The binding affinity (normalized) is 0.270. (7) The peptide sequence is ELQHIILNASYITPY. The MHC is DRB1_0405 with pseudo-sequence DRB1_0405. The binding affinity (normalized) is 0.573. (8) The peptide sequence is KYRWLNLSANGDLRL. The MHC is H-2-IAb with pseudo-sequence H-2-IAb. The binding affinity (normalized) is 0.552. (9) The peptide sequence is NLTGLVSTGSRTRTN. The MHC is DRB1_0101 with pseudo-sequence DRB1_0101. The binding affinity (normalized) is 0.850.